This data is from Reaction yield outcomes from USPTO patents with 853,638 reactions. The task is: Predict the reaction yield, written as a fraction of the theoretical maximum amount of product (1.0 means a 100% yield; for example, 0.34 means a 34% yield). (1) The reactants are [S:1]1[CH:5]=[CH:4][C:3](B(O)O)=[CH:2]1.[NH2:9][C:10]1[CH:17]=[CH:16][CH:15]=[C:14](Br)[C:11]=1[C:12]#[N:13]. The yield is 0.940. The product is [NH2:9][C:10]1[CH:17]=[CH:16][CH:15]=[C:14]([C:3]2[CH:4]=[CH:5][S:1][CH:2]=2)[C:11]=1[C:12]#[N:13]. No catalyst specified. (2) The reactants are C(=O)([O-])[O-].[Cs+].[Cs+].[F:7][C:8]1[C:9]([I:15])=[CH:10][C:11](=[O:14])[NH:12][CH:13]=1.Br[CH2:17][CH2:18][C:19]([CH3:29])([S:25]([CH3:28])(=[O:27])=[O:26])[C:20]([O:22][CH2:23][CH3:24])=[O:21]. The catalyst is C1COCC1. The product is [F:7][C:8]1[C:9]([I:15])=[CH:10][C:11](=[O:14])[N:12]([CH2:17][CH2:18][C@@:19]([CH3:29])([S:25]([CH3:28])(=[O:27])=[O:26])[C:20]([O:22][CH2:23][CH3:24])=[O:21])[CH:13]=1. The yield is 0.349.